Task: Predict the product of the given reaction.. Dataset: Forward reaction prediction with 1.9M reactions from USPTO patents (1976-2016) Given the reactants Br[C:2]1[CH:7]=[C:6]([C@@H:8]([NH:11][C:12]([C:14]2[C:15]3[CH:22]=[N:21][N:20]([C:23]4[CH:28]=[CH:27][C:26]([F:29])=[CH:25][CH:24]=4)[C:16]=3[CH:17]=[N:18][CH:19]=2)=[O:13])[CH2:9][CH3:10])[CH:5]=[CH:4][N:3]=1.[CH2:30]1COC[CH2:31]1, predict the reaction product. The product is: [CH:30]([C:2]1[CH:7]=[C:6]([C@@H:8]([NH:11][C:12]([C:14]2[C:15]3[CH:22]=[N:21][N:20]([C:23]4[CH:28]=[CH:27][C:26]([F:29])=[CH:25][CH:24]=4)[C:16]=3[CH:17]=[N:18][CH:19]=2)=[O:13])[CH2:9][CH3:10])[CH:5]=[CH:4][N:3]=1)=[CH2:31].